From a dataset of Catalyst prediction with 721,799 reactions and 888 catalyst types from USPTO. Predict which catalyst facilitates the given reaction. (1) Reactant: [OH:1][CH2:2][C@H:3]([N:5]1[C:13](=[O:14])[C:12]2[C:7](=[CH:8][CH:9]=[CH:10][CH:11]=2)[C:6]1=[O:15])[CH3:4].C1(P(C2C=CC=CC=2)C2C=CC=CC=2)C=CC=CC=1.[F:35][C:36]1[CH:41]=[CH:40][C:39]([F:42])=[CH:38][C:37]=1O.C(OC(N=NC(OCC)=O)=O)C. Product: [F:35][C:36]1[CH:41]=[CH:40][C:39]([F:42])=[CH:38][C:37]=1[O:1][CH2:2][C@H:3]([N:5]1[C:13](=[O:14])[C:12]2[C:7](=[CH:8][CH:9]=[CH:10][CH:11]=2)[C:6]1=[O:15])[CH3:4]. The catalyst class is: 1. (2) Reactant: O(CCCCCCC(C1OC(C)=NN=1)=O)C1C=CC=CC=1.[CH2:22]([O:29][C:30]1[CH:50]=[CH:49][C:33]([O:34][CH2:35][CH2:36][CH2:37][CH2:38][CH2:39][CH2:40][CH:41]([C:43]2[O:44][C:45]([CH3:48])=[N:46][N:47]=2)[OH:42])=[CH:32][CH:31]=1)[C:23]1[CH:28]=[CH:27][CH:26]=[CH:25][CH:24]=1.CC(OI1(OC(C)=O)(OC(C)=O)OC(=O)C2C=CC=CC1=2)=O. Product: [CH2:22]([O:29][C:30]1[CH:50]=[CH:49][C:33]([O:34][CH2:35][CH2:36][CH2:37][CH2:38][CH2:39][CH2:40][C:41]([C:43]2[O:44][C:45]([CH3:48])=[N:46][N:47]=2)=[O:42])=[CH:32][CH:31]=1)[C:23]1[CH:24]=[CH:25][CH:26]=[CH:27][CH:28]=1. The catalyst class is: 2. (3) The catalyst class is: 28. Product: [C:7]([O:11][C:12]([N:14]1[CH2:18][C@H:17]([F:19])[CH2:16][C@H:15]1[CH:20]=[O:25])=[O:13])([CH3:10])([CH3:9])[CH3:8]. Reactant: [H-].[H-].[H-].[H-].[Li+].[Al+3].[C:7]([O:11][C:12]([N:14]1[CH2:18][C@H:17]([F:19])[CH2:16][C@H:15]1[C:20](=[O:25])N(OC)C)=[O:13])([CH3:10])([CH3:9])[CH3:8].OS([O-])(=O)=O.[K+]. (4) Reactant: CC1(C)C(C)(C)OB([C:9]2[CH:10]=[CH:11][C:12]([N:15]3[CH:19]=[N:18][N:17]=[N:16]3)=[N:13][CH:14]=2)O1.Br[C:22]1[CH:30]=[CH:29][C:28]2[N:27]3[C:31](=[O:39])[O:32][C@@H:33]([CH2:34][NH:35][C:36](=[O:38])[CH3:37])[C@@H:26]3[CH2:25][C:24]=2[CH:23]=1.C([O-])([O-])=O.[K+].[K+]. Product: [N:15]1([C:12]2[N:13]=[CH:14][C:9]([C:22]3[CH:30]=[CH:29][C:28]4[N:27]5[C:31](=[O:39])[O:32][C@@H:33]([CH2:34][NH:35][C:36](=[O:38])[CH3:37])[C@@H:26]5[CH2:25][C:24]=4[CH:23]=3)=[CH:10][CH:11]=2)[CH:19]=[N:18][N:17]=[N:16]1. The catalyst class is: 38. (5) Reactant: C[O:2][C:3]([C:5]1[O:6][C:7]([CH:10]([CH3:12])[CH3:11])=[CH:8][CH:9]=1)=O.[NH4+:13].[OH-]. Product: [CH:10]([C:7]1[O:6][C:5]([C:3]([NH2:13])=[O:2])=[CH:9][CH:8]=1)([CH3:12])[CH3:11]. The catalyst class is: 6. (6) Reactant: [CH:1]1(B(O)O)[CH2:3][CH2:2]1.C(=O)([O-])[O-].[Na+].[Na+].[CH2:13]([O:20][C:21]1[CH:30]=[C:29]([CH:31]2[CH2:34][CH2:33][CH2:32]2)[C:28](Br)=[CH:27][C:22]=1[C:23]([O:25][CH3:26])=[O:24])[C:14]1[CH:19]=[CH:18][CH:17]=[CH:16][CH:15]=1. Product: [CH2:13]([O:20][C:21]1[CH:30]=[C:29]([CH:31]2[CH2:34][CH2:33][CH2:32]2)[C:28]([CH:1]2[CH2:3][CH2:2]2)=[CH:27][C:22]=1[C:23]([O:25][CH3:26])=[O:24])[C:14]1[CH:19]=[CH:18][CH:17]=[CH:16][CH:15]=1. The catalyst class is: 93.